Dataset: Rat liver microsome stability data. Task: Regression/Classification. Given a drug SMILES string, predict its absorption, distribution, metabolism, or excretion properties. Task type varies by dataset: regression for continuous measurements (e.g., permeability, clearance, half-life) or binary classification for categorical outcomes (e.g., BBB penetration, CYP inhibition). Dataset: rlm. The drug is C=C(C)[C@@H]1CC[C@]2(NCCN3CCC(S(C)(=O)=O)CC3)CC[C@]3(C)[C@H](CC[C@@H]4[C@@]5(C)CC=C(c6ccc(C(=O)O)cc6)C(C)(C)[C@@H]5CC[C@]43C)[C@@H]12. The result is 0 (unstable in rat liver microsomes).